Dataset: Full USPTO retrosynthesis dataset with 1.9M reactions from patents (1976-2016). Task: Predict the reactants needed to synthesize the given product. (1) The reactants are: [H-].[Al+3].[Li+].[H-].[H-].[H-].[Br:7][C:8]1[CH:9]=[N:10][C:11]([N:20]2[CH2:24][CH2:23][CH2:22][CH2:21]2)=[C:12]([CH:19]=1)[C:13](N(OC)C)=[O:14].[OH-].[Na+].S([O-])([O-])(=O)=O.[Mg+2]. Given the product [Br:7][C:8]1[CH:9]=[N:10][C:11]([N:20]2[CH2:24][CH2:23][CH2:22][CH2:21]2)=[C:12]([CH:19]=1)[CH:13]=[O:14], predict the reactants needed to synthesize it. (2) Given the product [N:7]1[C:15]2[C:10](=[N:11][CH:12]=[CH:13][CH:14]=2)[NH:9][C:8]=1[C:16]([OH:19])=[O:17], predict the reactants needed to synthesize it. The reactants are: [O-][Mn](=O)(=O)=O.[K+].[N:7]1[C:15]2[C:10](=[N:11][CH:12]=[CH:13][CH:14]=2)[NH:9][C:8]=1[CH2:16][OH:17].C([O-])([O-])=[O:19].[Na+].[Na+]. (3) Given the product [OH:24][CH:21]1[CH2:22][CH2:23][N:18]([C:3]2[N:4]=[C:5]([CH2:12][C:13]3[CH:17]=[CH:16][S:15][CH:14]=3)[NH:6][C:7](=[O:11])[C:8]=2[C:9]#[N:10])[CH2:19][CH2:20]1, predict the reactants needed to synthesize it. The reactants are: CS[C:3]1[N:4]=[C:5]([CH2:12][C:13]2[CH:17]=[CH:16][S:15][CH:14]=2)[NH:6][C:7](=[O:11])[C:8]=1[C:9]#[N:10].[NH:18]1[CH2:23][CH2:22][CH:21]([OH:24])[CH2:20][CH2:19]1. (4) Given the product [F:1][C:2]1[C:7]([O:8][CH3:9])=[CH:6][C:5]([O:10][CH3:11])=[C:4]([F:12])[C:3]=1[C:13]1[N:18]=[C:17]2[NH:19][N:20]=[C:21]([C:29]3[CH:28]=[C:27]4[C:32](=[CH:31][CH:30]=3)[N:23]=[CH:24][CH:25]=[CH:26]4)[C:16]2=[CH:15][N:14]=1, predict the reactants needed to synthesize it. The reactants are: [F:1][C:2]1[C:7]([O:8][CH3:9])=[CH:6][C:5]([O:10][CH3:11])=[C:4]([F:12])[C:3]=1[C:13]1[N:18]=[C:17]2[NH:19][N:20]=[C:21](I)[C:16]2=[CH:15][N:14]=1.[N:23]1[C:32]2[C:27](=[CH:28][C:29](B(O)O)=[CH:30][CH:31]=2)[CH:26]=[CH:25][CH:24]=1. (5) Given the product [C:1]([NH:4][C:5]([CH2:16][C:17]([C:19]1[CH:24]=[CH:23][C:22]([S:25][C:26]2[CH:31]=[CH:30][C:29]([C:32]3[N:44]=[C:35]([CH:37]4[CH2:39][CH2:38]4)[O:34][CH:33]=3)=[CH:28][CH:27]=2)=[CH:21][CH:20]=1)=[O:18])([C:6]([O:8][CH2:9][CH3:10])=[O:7])[C:11]([O:13][CH2:14][CH3:15])=[O:12])(=[O:3])[CH3:2], predict the reactants needed to synthesize it. The reactants are: [C:1]([NH:4][C:5]([CH2:16][C:17]([C:19]1[CH:24]=[CH:23][C:22]([S:25][C:26]2[CH:31]=[CH:30][C:29]([C:32](=O)[CH2:33][O:34][C:35]([CH:37]3[CH2:39][CH2:38]3)=O)=[CH:28][CH:27]=2)=[CH:21][CH:20]=1)=[O:18])([C:11]([O:13][CH2:14][CH3:15])=[O:12])[C:6]([O:8][CH2:9][CH3:10])=[O:7])(=[O:3])[CH3:2].C([NH2:44])(=O)C.B(F)(F)F.CCOCC. (6) The reactants are: [CH:1]([C:3]1[C:12](=[O:13])[C:11]2[C:6](=[CH:7][CH:8]=[CH:9][CH:10]=2)[O:5][CH:4]=1)=O.[CH3:14][O:15][C:16]([C:18]#[C:19][C:20]([O:22][CH3:23])=[O:21])=[O:17].[C:37]1(P([C:37]2[CH:42]=[CH:41][CH:40]=[CH:39][CH:38]=2)[C:37]2[CH:42]=[CH:41][CH:40]=[CH:39][CH:38]=2)[CH:42]=[CH:41][CH:40]=[CH:39][CH:38]=1.[NH2:43][CH2:44][CH2:45][C:46]1C2[C:49](=[CH:50][CH:51]=CC=2)[NH:48][CH:47]=1.[C:55]1(C)C=CC=CC=1. Given the product [CH3:14][O:15][C:16]([C:18]1[C:19]2([C:20]([O:22][CH3:23])=[O:21])[N:48]([CH2:47][CH2:46][C:45]3[C:38]4[C:37](=[CH:42][CH:41]=[CH:40][CH:39]=4)[NH:43][C:44]=32)[CH:49]=[C:50]([C:4]([C:3]2[CH:1]=[CH:55][C:6]3[C:11](=[CH:10][CH:9]=[CH:8][CH:7]=3)[C:12]=2[OH:13])=[O:5])[CH:51]=1)=[O:17], predict the reactants needed to synthesize it. (7) Given the product [C:77]([O:81][C:82](=[O:93])[CH2:83][CH2:84][C:85]1[CH:90]=[CH:89][C:88]([NH:91][C:12](=[O:38])[CH:13]([N:20]2[C:24]3[CH:25]=[C:26]([F:30])[C:27]([F:29])=[CH:28][C:23]=3[N:22]=[C:21]2[C:31]2[CH:32]=[CH:33][C:34]([Cl:37])=[CH:35][CH:36]=2)[CH:14]2[CH2:15][CH2:16][CH2:17][CH2:18][CH2:19]2)=[C:87]([F:92])[CH:86]=1)([CH3:80])([CH3:78])[CH3:79], predict the reactants needed to synthesize it. The reactants are: C(OC(=O)C1C=CC(N[C:12](=[O:38])[CH:13]([N:20]2[C:24]3[CH:25]=[C:26]([F:30])[C:27]([F:29])=[CH:28][C:23]=3[N:22]=[C:21]2[C:31]2[CH:36]=[CH:35][C:34]([Cl:37])=[CH:33][CH:32]=2)[CH:14]2[CH2:19][CH2:18][CH2:17][CH2:16][CH2:15]2)=CC=1)C.ClC1C=CC(C2N(C(C3CCCCC3)C(NC[C@H]3CC[C@H](C(O)=O)CC3)=O)C3C=CC(F)=CC=3N=2)=CC=1.[C:77]([O:81][C:82](=[O:93])[CH2:83][CH2:84][C:85]1[CH:90]=[CH:89][C:88]([NH2:91])=[C:87]([F:92])[CH:86]=1)([CH3:80])([CH3:79])[CH3:78].